This data is from Forward reaction prediction with 1.9M reactions from USPTO patents (1976-2016). The task is: Predict the product of the given reaction. Given the reactants [CH3:1][N:2]([CH3:23])[C:3]([C:5]1[CH:6]=[C:7]([OH:22])[C:8]2[N:12]=[C:11]([CH3:13])[N:10](C(OC(C)(C)C)=O)[C:9]=2[CH:21]=1)=[O:4].[F:24][C:25]1[CH:26]=[CH:27][C:28]([CH3:36])=[C:29]2[C:34]=1[O:33][CH2:32][CH2:31][CH:30]2O, predict the reaction product. The product is: [F:24][C:25]1[CH:26]=[CH:27][C:28]([CH3:36])=[C:29]2[C:34]=1[O:33][CH2:32][CH2:31][CH:30]2[O:22][C:7]1[C:8]2[N:12]=[C:11]([CH3:13])[NH:10][C:9]=2[CH:21]=[C:5]([C:3]([N:2]([CH3:1])[CH3:23])=[O:4])[CH:6]=1.